Dataset: Full USPTO retrosynthesis dataset with 1.9M reactions from patents (1976-2016). Task: Predict the reactants needed to synthesize the given product. (1) Given the product [NH2:1][C:2]1[CH:7]=[CH:6][C:5]([O:8][S:9]([C:12]2[CH:17]=[CH:16][C:15]([NH:25][CH2:24][CH2:22][OH:23])=[CH:14][CH:13]=2)(=[O:11])=[O:10])=[CH:4][C:3]=1[N+:19]([O-:21])=[O:20], predict the reactants needed to synthesize it. The reactants are: [NH2:1][C:2]1[CH:7]=[CH:6][C:5]([O:8][S:9]([C:12]2[CH:17]=[CH:16][C:15](F)=[CH:14][CH:13]=2)(=[O:11])=[O:10])=[CH:4][C:3]=1[N+:19]([O-:21])=[O:20].[CH2:22]([CH2:24][NH2:25])[OH:23]. (2) Given the product [C:4]([C:6]1[CH:19]=[CH:18][C:9]2[CH:10]=[C:11]([C:13]([O:15][CH2:16][CH3:17])=[O:14])[S:12][C:8]=2[CH:7]=1)(=[O:5])[CH3:22], predict the reactants needed to synthesize it. The reactants are: CON(C)[C:4]([C:6]1[CH:19]=[CH:18][C:9]2[CH:10]=[C:11]([C:13]([O:15][CH2:16][CH3:17])=[O:14])[S:12][C:8]=2[CH:7]=1)=[O:5].[Li][CH3:22].[Cl-].[NH4+].